From a dataset of Peptide-MHC class II binding affinity with 134,281 pairs from IEDB. Regression. Given a peptide amino acid sequence and an MHC pseudo amino acid sequence, predict their binding affinity value. This is MHC class II binding data. (1) The peptide sequence is VTMNDVKIEYSGTNN. The MHC is DRB4_0101 with pseudo-sequence DRB4_0103. The binding affinity (normalized) is 0.430. (2) The peptide sequence is YDYFLANVSTVLTGK. The MHC is DRB1_0802 with pseudo-sequence DRB1_0802. The binding affinity (normalized) is 0.784. (3) The peptide sequence is HGSEPCIIHRGKPF. The MHC is HLA-DPA10201-DPB10501 with pseudo-sequence HLA-DPA10201-DPB10501. The binding affinity (normalized) is 0. (4) The peptide sequence is RDLEVVAATPTSLLI. The MHC is DRB1_1501 with pseudo-sequence DRB1_1501. The binding affinity (normalized) is 0.474.